The task is: Predict which catalyst facilitates the given reaction.. This data is from Catalyst prediction with 721,799 reactions and 888 catalyst types from USPTO. (1) Reactant: C([O:9][CH2:10][CH2:11][C:12]([F:21])([F:20])[C:13]([F:19])([F:18])[S:14]([O-:17])(=[O:16])=[O:15])(=O)C1C=CC=CC=1.[C:22]1([S+:28]([C:35]2[CH:40]=[CH:39][CH:38]=[CH:37][CH:36]=2)[C:29]2[CH:34]=[CH:33][CH:32]=[CH:31][CH:30]=2)[CH:27]=[CH:26][CH:25]=[CH:24][CH:23]=1.[OH-].[Na+].Cl. Product: [OH:9][CH2:10][CH2:11][C:12]([F:21])([F:20])[C:13]([F:18])([F:19])[S:14]([O-:17])(=[O:15])=[O:16].[C:35]1([S+:28]([C:22]2[CH:23]=[CH:24][CH:25]=[CH:26][CH:27]=2)[C:29]2[CH:34]=[CH:33][CH:32]=[CH:31][CH:30]=2)[CH:36]=[CH:37][CH:38]=[CH:39][CH:40]=1. The catalyst class is: 5. (2) Reactant: C[O:2][C:3]([C:5]1[CH:6]=[CH:7][CH:8]=[C:9]2[C:13]=1[NH:12][C:11]([C:14]1[CH:15]=[C:16]([NH:23][C:24]3[CH:29]=[CH:28][N:27]=[C:26]([NH2:30])[N:25]=3)[CH:17]=[C:18]3[C:22]=1[NH:21][N:20]=[CH:19]3)=[CH:10]2)=O.[H-].[Al+3].[Li+].[H-].[H-].[H-]. Product: [NH2:30][C:26]1[N:25]=[C:24]([NH:23][C:16]2[CH:17]=[C:18]3[C:22](=[C:14]([C:11]4[NH:12][C:13]5[C:9]([CH:10]=4)=[CH:8][CH:7]=[CH:6][C:5]=5[CH2:3][OH:2])[CH:15]=2)[NH:21][N:20]=[CH:19]3)[CH:29]=[CH:28][N:27]=1. The catalyst class is: 7.